This data is from Forward reaction prediction with 1.9M reactions from USPTO patents (1976-2016). The task is: Predict the product of the given reaction. (1) Given the reactants [Cl:1][CH2:2][CH2:3][CH2:4][S:5](Cl)(=[O:7])=[O:6].[CH3:9][N:10]1[CH2:15][CH2:14][NH:13][CH2:12][CH2:11]1.CCN(CC)CC, predict the reaction product. The product is: [Cl:1][CH2:2][CH2:3][CH2:4][S:5]([N:13]1[CH2:14][CH2:15][N:10]([CH3:9])[CH2:11][CH2:12]1)(=[O:7])=[O:6]. (2) Given the reactants [C:1]([O:5][C:6]([N:8]1[CH2:13][CH2:12][CH:11]([C:14]([OH:16])=O)[CH2:10][CH2:9]1)=[O:7])([CH3:4])([CH3:3])[CH3:2].Cl.[CH3:18][NH:19][O:20][CH3:21].C(N(CC)CC)C, predict the reaction product. The product is: [CH3:21][O:20][N:19]([CH3:18])[C:14]([CH:11]1[CH2:10][CH2:9][N:8]([C:6]([O:5][C:1]([CH3:2])([CH3:3])[CH3:4])=[O:7])[CH2:13][CH2:12]1)=[O:16]. (3) Given the reactants [NH:1]1[CH:5]=[C:4]([C:6]2[C:7]([C:12]3[CH:17]=[CH:16][CH:15]=[CH:14][CH:13]=3)=[N:8][O:9][C:10]=2[CH3:11])[N:3]=[CH:2]1.[CH2:18]([O:20][C:21]1[CH:26]=[CH:25][C:24](B(O)O)=[CH:23][CH:22]=1)[CH3:19], predict the reaction product. The product is: [CH2:18]([O:20][C:21]1[CH:26]=[CH:25][C:24]([N:1]2[CH:5]=[C:4]([C:6]3[C:7]([C:12]4[CH:13]=[CH:14][CH:15]=[CH:16][CH:17]=4)=[N:8][O:9][C:10]=3[CH3:11])[N:3]=[CH:2]2)=[CH:23][CH:22]=1)[CH3:19]. (4) The product is: [NH2:1][C:2]1[CH:11]=[CH:10][CH:9]=[C:8]2[C:3]=1[C:4]([OH:18])([C:14]([F:17])([F:15])[F:16])[CH2:5][C:6](=[O:13])[NH:7]2. Given the reactants [NH2:1][C:2]1[CH:11]=[C:10](Cl)[CH:9]=[C:8]2[C:3]=1[C:4]([OH:18])([C:14]([F:17])([F:16])[F:15])[CH2:5][C:6](=[O:13])[NH:7]2.CC([O-])=O.[K+], predict the reaction product. (5) Given the reactants [CH2:1]([O:3][C:4](=[O:28])[NH:5][C:6]1[CH:11]=[CH:10][CH:9]=[C:8]([C:12]([C:14]2[C:19](=[O:20])[CH:18]=[CH:17][N:16]([C:21]3[CH:26]=[CH:25][C:24]([Cl:27])=[CH:23][CH:22]=3)[N:15]=2)=[O:13])[CH:7]=1)[CH3:2].[BH4-].[Na+].Cl, predict the reaction product. The product is: [CH2:1]([O:3][C:4](=[O:28])[NH:5][C:6]1[CH:11]=[CH:10][CH:9]=[C:8]([CH:12]([C:14]2[C:19](=[O:20])[CH:18]=[CH:17][N:16]([C:21]3[CH:22]=[CH:23][C:24]([Cl:27])=[CH:25][CH:26]=3)[N:15]=2)[OH:13])[CH:7]=1)[CH3:2]. (6) Given the reactants [C:1]([O:4][C:5]1[C:6]([CH3:21])=[C:7]2[C:12](=[C:13]([N+:16]([O-])=O)[C:14]=1[CH3:15])[O:11][C:10]([CH3:20])([CH3:19])[CH2:9][CH2:8]2)(=[O:3])[CH3:2].[NH4+].[Cl-], predict the reaction product. The product is: [C:1]([O:4][C:5]1[C:6]([CH3:21])=[C:7]2[C:12](=[C:13]([NH2:16])[C:14]=1[CH3:15])[O:11][C:10]([CH3:20])([CH3:19])[CH2:9][CH2:8]2)(=[O:3])[CH3:2]. (7) Given the reactants Br[C:2]1[CH:7]=[CH:6][CH:5]=[CH:4][C:3]=1[CH2:8][C:9]([O:11][CH3:12])=[O:10].O1CCOCC1.[B:19]1([B:19]2[O:23][C:22]([CH3:25])([CH3:24])[C:21]([CH3:27])([CH3:26])[O:20]2)[O:23][C:22]([CH3:25])([CH3:24])[C:21]([CH3:27])([CH3:26])[O:20]1.C([O-])(=O)C.[K+], predict the reaction product. The product is: [CH3:26][C:21]1([CH3:27])[C:22]([CH3:25])([CH3:24])[O:23][B:19]([C:2]2[CH:7]=[CH:6][CH:5]=[CH:4][C:3]=2[CH2:8][C:9]([O:11][CH3:12])=[O:10])[O:20]1. (8) Given the reactants [C:1]12([C:11](=[O:19])[CH2:12][S:13][C:14]3[S:15][CH:16]=[CH:17][CH:18]=3)[CH2:10][CH:5]3[CH2:6][CH:7]([CH2:9][CH:3]([CH2:4]3)[CH2:2]1)[CH2:8]2.C1C=C(Cl)C=C(C(OO)=[O:28])C=1, predict the reaction product. The product is: [C:1]12([C:11](=[O:19])[CH2:12][S:13]([C:14]3[S:15][CH:16]=[CH:17][CH:18]=3)=[O:28])[CH2:10][CH:5]3[CH2:6][CH:7]([CH2:9][CH:3]([CH2:4]3)[CH2:2]1)[CH2:8]2.